The task is: Predict the product of the given reaction.. This data is from Forward reaction prediction with 1.9M reactions from USPTO patents (1976-2016). (1) Given the reactants [NH2:1][CH2:2][CH2:3][N:4]([C:21](=[O:24])[CH2:22]Cl)[C@@H:5]([CH2:14][CH:15]1[CH2:20][CH2:19][CH2:18][CH2:17][CH2:16]1)[C:6]([NH:8][C:9]1[S:10][CH:11]=[CH:12][N:13]=1)=[O:7].CCN(C(C)C)C(C)C, predict the reaction product. The product is: [CH:15]1([CH2:14][C@H:5]([N:4]2[CH2:3][CH2:2][NH:1][CH2:22][C:21]2=[O:24])[C:6]([NH:8][C:9]2[S:10][CH:11]=[CH:12][N:13]=2)=[O:7])[CH2:20][CH2:19][CH2:18][CH2:17][CH2:16]1. (2) Given the reactants [Br:1][C:2]1[CH:15]=[CH:14][C:5]2[C:6](=[O:13])[C:7]([CH3:12])([CH3:11])[S:8](=[O:10])(=[O:9])[C:4]=2[CH:3]=1.[BH4-].[Na+], predict the reaction product. The product is: [Br:1][C:2]1[CH:15]=[CH:14][C:5]2[CH:6]([OH:13])[C:7]([CH3:11])([CH3:12])[S:8](=[O:9])(=[O:10])[C:4]=2[CH:3]=1. (3) Given the reactants [Si]([O:8][C@H:9]1[CH2:13][CH2:12][N:11]([CH2:14][C@@H:15]([NH:29][CH3:30])[C:16]2[CH:21]=[CH:20][CH:19]=[C:18]([C:22]3[N:26]=[C:25]([CH2:27][CH3:28])[O:24][N:23]=3)[CH:17]=2)[CH2:10]1)(C(C)(C)C)(C)C, predict the reaction product. The product is: [CH2:27]([C:25]1[O:24][N:23]=[C:22]([C:18]2[CH:17]=[C:16]([C@H:15]([NH:29][CH3:30])[CH2:14][N:11]3[CH2:12][CH2:13][C@H:9]([OH:8])[CH2:10]3)[CH:21]=[CH:20][CH:19]=2)[N:26]=1)[CH3:28]. (4) Given the reactants [CH3:1][O:2][C:3]1[CH:17]=[CH:16][C:6]([CH2:7][O:8][C:9]2[C:14](=[O:15])[CH:13]=[CH:12]O[CH:10]=2)=[CH:5][CH:4]=1.[NH3:18].O, predict the reaction product. The product is: [CH3:1][O:2][C:3]1[CH:17]=[CH:16][C:6]([CH2:7][O:8][C:9]2[C:14](=[O:15])[CH:13]=[CH:12][NH:18][CH:10]=2)=[CH:5][CH:4]=1. (5) Given the reactants [Cl:1][C:2]1[CH:3]=[C:4]([CH:21]([O:23][CH2:24][C:25]2([C:38]3[CH:43]=[CH:42][C:41]([F:44])=[CH:40][CH:39]=3)[CH2:30][CH2:29][N:28]([C:31]([O:33][C:34]([CH3:37])([CH3:36])[CH3:35])=[O:32])[CH2:27][CH2:26]2)[CH3:22])[C:5]2[N:9](COCC[Si](C)(C)C)[C:8](=[O:18])[N:7]([CH3:19])[C:6]=2[CH:20]=1.[F-].C([N+](CCCC)(CCCC)CCCC)CCC.O, predict the reaction product. The product is: [Cl:1][C:2]1[CH:3]=[C:4]([CH:21]([O:23][CH2:24][C:25]2([C:38]3[CH:43]=[CH:42][C:41]([F:44])=[CH:40][CH:39]=3)[CH2:26][CH2:27][N:28]([C:31]([O:33][C:34]([CH3:35])([CH3:36])[CH3:37])=[O:32])[CH2:29][CH2:30]2)[CH3:22])[C:5]2[NH:9][C:8](=[O:18])[N:7]([CH3:19])[C:6]=2[CH:20]=1. (6) Given the reactants [NH2:1][C:2]1[C:7]([C:8]([OH:10])=[O:9])=[C:6]([O:11][CH3:12])[C:5]([O:13][CH3:14])=[CH:4][CH:3]=1.Cl[C:16](Cl)([O:18]C(=O)OC(Cl)(Cl)Cl)Cl, predict the reaction product. The product is: [CH3:12][O:11][C:6]1[C:7]2[C:8](=[O:10])[O:9][C:16](=[O:18])[NH:1][C:2]=2[CH:3]=[CH:4][C:5]=1[O:13][CH3:14]. (7) Given the reactants [NH2:1][CH2:2][CH2:3][C:4]1[CH:35]=[CH:34][C:7]([O:8][CH2:9][CH2:10][C:11]2[CH:16]=[CH:15][C:14]([OH:17])=[C:13]([C@@H:18]([C:28]3[CH:33]=[CH:32][CH:31]=[CH:30][CH:29]=3)[CH2:19][CH2:20][N:21]([CH:25]([CH3:27])[CH3:26])[CH:22]([CH3:24])[CH3:23])[CH:12]=2)=[CH:6][CH:5]=1.[OH:36][C:37]1[CH:38]=[C:39]([CH:43]=[CH:44][CH:45]=1)[C:40](O)=[O:41], predict the reaction product. The product is: [CH:22]([N:21]([CH:25]([CH3:26])[CH3:27])[CH2:20][CH2:19][C@@H:18]([C:13]1[CH:12]=[C:11]([CH2:10][CH2:9][O:8][C:7]2[CH:6]=[CH:5][C:4]([CH2:3][CH2:2][NH:1][C:40](=[O:41])[C:39]3[CH:43]=[CH:44][CH:45]=[C:37]([OH:36])[CH:38]=3)=[CH:35][CH:34]=2)[CH:16]=[CH:15][C:14]=1[OH:17])[C:28]1[CH:29]=[CH:30][CH:31]=[CH:32][CH:33]=1)([CH3:24])[CH3:23]. (8) Given the reactants O.[OH-].[Li+].CC([Si](C)(C)[O:9][C:10]1[CH:11]=[C:12]([CH:23]=[C:24]([O:26][C@@H:27]([CH3:37])[CH2:28][O:29][Si:30]([C:33]([CH3:36])([CH3:35])[CH3:34])([CH3:32])[CH3:31])[CH:25]=1)[C:13]([NH:15][C:16]1[CH:21]=[N:20][C:19]([CH3:22])=[CH:18][N:17]=1)=[O:14])(C)C, predict the reaction product. The product is: [CH3:34][C:33]([Si:30]([CH3:31])([CH3:32])[O:29][CH2:28][C@@H:27]([O:26][C:24]1[CH:23]=[C:12]([CH:11]=[C:10]([OH:9])[CH:25]=1)[C:13]([NH:15][C:16]1[CH:21]=[N:20][C:19]([CH3:22])=[CH:18][N:17]=1)=[O:14])[CH3:37])([CH3:35])[CH3:36]. (9) Given the reactants [F:1][C:2]1[CH:26]=[C:25]([F:27])[CH:24]=[CH:23][C:3]=1[CH2:4][N:5]1[C:9]2=[CH:10][N:11]=[C:12]([C:14]([OH:16])=O)[CH:13]=[C:8]2[C:7]([CH2:17][O:18][CH2:19][CH2:20][O:21][CH3:22])=[CH:6]1.CN1CCOCC1.Cl.[CH3:36][NH:37][OH:38], predict the reaction product. The product is: [F:1][C:2]1[CH:26]=[C:25]([F:27])[CH:24]=[CH:23][C:3]=1[CH2:4][N:5]1[C:9]2=[CH:10][N:11]=[C:12]([C:14]([N:37]([OH:38])[CH3:36])=[O:16])[CH:13]=[C:8]2[C:7]([CH2:17][O:18][CH2:19][CH2:20][O:21][CH3:22])=[CH:6]1. (10) Given the reactants [N+:1]([O-:4])(O)=[O:2].[OH:5][C:6]1[CH:13]=[CH:12][C:9]([C:10]#[N:11])=[CH:8][CH:7]=1, predict the reaction product. The product is: [OH:5][C:6]1[CH:13]=[CH:12][C:9]([C:10]#[N:11])=[CH:8][C:7]=1[N+:1]([O-:4])=[O:2].